The task is: Predict the product of the given reaction.. This data is from Forward reaction prediction with 1.9M reactions from USPTO patents (1976-2016). The product is: [Cl:1][C:2]1[CH:7]=[C:6]([Cl:8])[CH:5]=[CH:4][C:3]=1[C:9]1[N:14]=[C:13]([S:15][CH2:16][CH3:17])[N:12]2[CH:21]=[CH:22][N:18]=[C:11]2[CH:10]=1. Given the reactants [Cl:1][C:2]1[CH:7]=[C:6]([Cl:8])[CH:5]=[CH:4][C:3]=1[C:9]1[N:14]=[C:13]([S:15][CH2:16][CH3:17])[N:12]=[C:11]([NH2:18])[CH:10]=1.CO[CH:21](OC)[CH2:22]Br.O1CCOCC1, predict the reaction product.